Dataset: Forward reaction prediction with 1.9M reactions from USPTO patents (1976-2016). Task: Predict the product of the given reaction. Given the reactants [CH2:1]([N:5]1[C:13]2[N:12]=[CH:11][NH:10][C:9]=2[C:8](=[O:14])[N:7]([CH2:15][CH3:16])[C:6]1=[O:17])[CH2:2][CH2:3][CH3:4].C1C(=O)N([Cl:25])C(=O)C1, predict the reaction product. The product is: [CH2:1]([N:5]1[C:13]2[N:12]=[C:11]([Cl:25])[NH:10][C:9]=2[C:8](=[O:14])[N:7]([CH2:15][CH3:16])[C:6]1=[O:17])[CH2:2][CH2:3][CH3:4].